This data is from Full USPTO retrosynthesis dataset with 1.9M reactions from patents (1976-2016). The task is: Predict the reactants needed to synthesize the given product. Given the product [C:1]([O:4][C@H:5]1[CH2:9][C@H:8]([N:10]2[C:14]3[N:15]=[CH:16][N:17]=[C:18]([CH2:19][CH2:20][C:21]4[CH:26]=[CH:25][CH:24]=[CH:23][CH:22]=4)[C:13]=3[C:12]([C:47]#[C:46][Si:48]([CH3:51])([CH3:50])[CH3:49])=[CH:11]2)[O:7][C@@H:6]1[CH2:28][O:29][Si:30]([C:33]([CH3:36])([CH3:35])[CH3:34])([CH3:32])[CH3:31])(=[O:3])[CH3:2], predict the reactants needed to synthesize it. The reactants are: [C:1]([O:4][C@H:5]1[CH2:9][C@H:8]([N:10]2[C:14]3[N:15]=[CH:16][N:17]=[C:18]([CH2:19][CH2:20][C:21]4[CH:26]=[CH:25][CH:24]=[CH:23][CH:22]=4)[C:13]=3[C:12](I)=[CH:11]2)[O:7][C@@H:6]1[CH2:28][O:29][Si:30]([C:33]([CH3:36])([CH3:35])[CH3:34])([CH3:32])[CH3:31])(=[O:3])[CH3:2].CCN(C(C)C)C(C)C.[C:46]([Si:48]([CH3:51])([CH3:50])[CH3:49])#[CH:47].